This data is from Peptide-MHC class I binding affinity with 185,985 pairs from IEDB/IMGT. The task is: Regression. Given a peptide amino acid sequence and an MHC pseudo amino acid sequence, predict their binding affinity value. This is MHC class I binding data. The peptide sequence is MLNRYKLIY. The MHC is HLA-A29:02 with pseudo-sequence HLA-A29:02. The binding affinity (normalized) is 0.728.